From a dataset of Peptide-MHC class I binding affinity with 185,985 pairs from IEDB/IMGT. Regression. Given a peptide amino acid sequence and an MHC pseudo amino acid sequence, predict their binding affinity value. This is MHC class I binding data. (1) The peptide sequence is NTPTFAIKK. The MHC is Mamu-B6601 with pseudo-sequence Mamu-B6601. The binding affinity (normalized) is 0.995. (2) The peptide sequence is AAIFNRLKI. The MHC is H-2-Kb with pseudo-sequence H-2-Kb. The binding affinity (normalized) is 0.167.